Dataset: Catalyst prediction with 721,799 reactions and 888 catalyst types from USPTO. Task: Predict which catalyst facilitates the given reaction. (1) Reactant: [CH3:1][N:2]1[C:6]([C:7]([C:9]2[CH:14]=[CH:13][CH:12]=[C:11]([O:15][C:16]([F:19])([F:18])[F:17])[CH:10]=2)=O)=[N:5][N:4]=[N:3]1.Cl.[NH2:21][OH:22]. Product: [OH:22][N:21]=[C:7]([C:6]1[N:2]([CH3:1])[N:3]=[N:4][N:5]=1)[C:9]1[CH:14]=[CH:13][CH:12]=[C:11]([O:15][C:16]([F:19])([F:18])[F:17])[CH:10]=1. The catalyst class is: 300. (2) Reactant: [NH2:1][C@H:2]1[CH2:7][CH2:6][C@H:5]([OH:8])[CH2:4][CH2:3]1.Cl.C([O-])([O-])=O.[Na+].[Na+].Cl[C:17]([O:19][CH2:20][C:21]1[CH:26]=[CH:25][CH:24]=[CH:23][CH:22]=1)=[O:18]. Product: [CH2:20]([O:19][C:17](=[O:18])[NH:1][C@H:2]1[CH2:7][CH2:6][C@H:5]([OH:8])[CH2:4][CH2:3]1)[C:21]1[CH:26]=[CH:25][CH:24]=[CH:23][CH:22]=1. The catalyst class is: 249.